This data is from Reaction yield outcomes from USPTO patents with 853,638 reactions. The task is: Predict the reaction yield, written as a fraction of the theoretical maximum amount of product (1.0 means a 100% yield; for example, 0.34 means a 34% yield). (1) The reactants are [Br:1][C:2]1[CH:3]=[C:4]([C@H:8]([NH:13][C@H:14]([C:19](C)(C)[O:20][SiH2]C(C)(C)C)[CH2:15][CH:16]([CH3:18])[CH3:17])[C:9]([F:12])([F:11])[F:10])[CH:5]=[CH:6][CH:7]=1.Cl. The catalyst is CO. The product is [Br:1][C:2]1[CH:3]=[C:4]([C@H:8]([NH:13][C@@H:14]([CH2:15][CH:16]([CH3:18])[CH3:17])[CH2:19][OH:20])[C:9]([F:12])([F:11])[F:10])[CH:5]=[CH:6][CH:7]=1. The yield is 0.820. (2) The reactants are [Cl:1][C:2]1[CH:7]=[C:6]([F:8])[CH:5]=[CH:4][C:3]=1[C:9]([C:11]1[C:16]([F:17])=[C:15]([C:18]2[CH:19]=[N:20][CH:21]=[N:22][CH:23]=2)[CH:14]=[CH:13][N:12]=1)=O.Cl.[NH2:25][OH:26]. The catalyst is N1C=CC=CC=1. The product is [Cl:1][C:2]1[CH:7]=[C:6]([F:8])[CH:5]=[CH:4][C:3]=1/[C:9](/[C:11]1[C:16]([F:17])=[C:15]([C:18]2[CH:19]=[N:20][CH:21]=[N:22][CH:23]=2)[CH:14]=[CH:13][N:12]=1)=[N:25]/[OH:26]. The yield is 0.880. (3) The reactants are C[C:2]([OH:5])([CH3:4])[CH3:3].[Cl:6][C:7]1[C:12]([F:13])=[CH:11][CH:10]=[C:9]([Cl:14])[C:8]=1[CH:15]([O:17][C:18]1[C:19]([NH2:26])=[N:20][CH:21]=C(C=C)[CH:23]=1)[CH3:16].[OH2:27]. No catalyst specified. The product is [NH2:26][C:19]1[N:20]=[CH:21][C:3]([C@H:2]([OH:5])[CH2:4][OH:27])=[CH:23][C:18]=1[O:17][CH:15]([C:8]1[C:9]([Cl:14])=[CH:10][CH:11]=[C:12]([F:13])[C:7]=1[Cl:6])[CH3:16]. The yield is 0.530. (4) The reactants are [NH2:1][CH2:2][S:3]([OH:6])(=[O:5])=[O:4].[CH2:7]([C@@:11]1([CH2:35][CH3:36])[NH:17][C@H:16]([C:18]2[CH:23]=[CH:22][CH:21]=[CH:20][CH:19]=2)[C:15]2[CH:24]=[C:25]([O:31][CH3:32])[C:26]([C:28](O)=[O:29])=[CH:27][C:14]=2[S:13](=[O:34])(=[O:33])[CH2:12]1)[CH2:8][CH2:9][CH3:10]. No catalyst specified. The product is [CH2:7]([C@@:11]1([CH2:35][CH3:36])[NH:17][C@H:16]([C:18]2[CH:19]=[CH:20][CH:21]=[CH:22][CH:23]=2)[C:15]2[CH:24]=[C:25]([O:31][CH3:32])[C:26]([C:28]([NH:1][CH2:2][S:3]([OH:6])(=[O:5])=[O:4])=[O:29])=[CH:27][C:14]=2[S:13](=[O:33])(=[O:34])[CH2:12]1)[CH2:8][CH2:9][CH3:10]. The yield is 0.730. (5) The reactants are [C:1]1([C:7]2[O:11][N:10]=[C:9]([C:12]3[O:16][N:15]=[C:14]4[C:17]5[C:22]([CH2:23][CH2:24][C:13]=34)=[CH:21][C:20]([CH2:25]O)=[CH:19][CH:18]=5)[C:8]=2[C:27]([F:30])([F:29])[F:28])[CH:6]=[CH:5][CH:4]=[CH:3][CH:2]=1.P(Br)(Br)[Br:32]. The catalyst is ClCCl. The product is [Br:32][CH2:25][C:20]1[CH:21]=[C:22]2[C:17](=[CH:18][CH:19]=1)[C:14]1=[N:15][O:16][C:12]([C:9]3[C:8]([C:27]([F:28])([F:29])[F:30])=[C:7]([C:1]4[CH:6]=[CH:5][CH:4]=[CH:3][CH:2]=4)[O:11][N:10]=3)=[C:13]1[CH2:24][CH2:23]2. The yield is 0.719. (6) The reactants are [C:1]([O:4][CH2:5][CH2:6][C:7]1[CH:12]=[CH:11][C:10]([N:13]2[C:17]3[CH:18]=[C:19]([Cl:26])[C:20]([C:22]([F:25])([F:24])[F:23])=[CH:21][C:16]=3[N:15]=[C:14]2[C:27]([N:30]=[N+]=[N-])([CH3:29])[CH3:28])=[CH:9][CH:8]=1)(=[O:3])[CH3:2]. The catalyst is [Pd].CC([O-])=O.CC([O-])=O.[Pb+2].CO. The product is [C:1]([O:4][CH2:5][CH2:6][C:7]1[CH:8]=[CH:9][C:10]([N:13]2[C:17]3[CH:18]=[C:19]([Cl:26])[C:20]([C:22]([F:24])([F:25])[F:23])=[CH:21][C:16]=3[N:15]=[C:14]2[C:27]([NH2:30])([CH3:29])[CH3:28])=[CH:11][CH:12]=1)(=[O:3])[CH3:2]. The yield is 0.980. (7) The reactants are Cl.[F:2][C:3]([F:24])([F:23])[C:4]1[CH:22]=[CH:21][CH:20]=[CH:19][C:5]=1[CH:6]([O:14][CH:15]1[CH2:18][NH:17][CH2:16]1)[C:7]1[CH:12]=[CH:11][C:10]([Cl:13])=[CH:9][CH:8]=1.[CH2:25]([N:31]=[C:32]=[S:33])[CH:26]1[O:30][CH2:29][CH2:28][CH2:27]1.C(N(CC)CC)C. The catalyst is ClCCl. The product is [F:24][C:3]([F:2])([F:23])[C:4]1[CH:22]=[CH:21][CH:20]=[CH:19][C:5]=1[CH:6]([O:14][CH:15]1[CH2:18][N:17]([C:32](=[S:33])[NH:31][CH2:25][CH:26]2[CH2:27][CH2:28][CH2:29][O:30]2)[CH2:16]1)[C:7]1[CH:12]=[CH:11][C:10]([Cl:13])=[CH:9][CH:8]=1. The yield is 0.820. (8) The reactants are Br[CH2:2]C1C=CC(F)=CC=1.Br[CH2:11][CH:12]1[CH2:14][CH2:13]1.[O:15]=[C:16]1[NH:20][CH2:19][CH2:18][N:17]1[C:21]1[CH:22]=[C:23]([CH:27]=[CH:28][N:29]=1)[C:24]([O-:26])=[O:25]. No catalyst specified. The product is [CH:14]1([CH2:13][N:20]2[CH2:19][CH2:18][N:17]([C:21]3[CH:22]=[C:23]([CH:27]=[CH:28][N:29]=3)[C:24]([O:26][CH3:2])=[O:25])[C:16]2=[O:15])[CH2:12][CH2:11]1. The yield is 0.690.